From a dataset of Drug-target binding data from BindingDB using IC50 measurements. Regression. Given a target protein amino acid sequence and a drug SMILES string, predict the binding affinity score between them. We predict pIC50 (pIC50 = -log10(IC50 in M); higher means more potent). Dataset: bindingdb_ic50. (1) The drug is O=S(=O)(c1cccc2cnccc12)N1CCCNCC1. The target protein sequence is MGNAAAAKKGSEQESVKEFLAKAKEDFLKKWENPAQNTAHLDQFERIKTIGTGSFGRVMLVKHMETGNHYAMKILDKQKVVKLKQIEHTLNEKRILQAVNFPFLVKLEFSFKDNSNLYMVMEYMPGGEMFSHLRRIGRFSEPHARFYAAQIVLTFEYLHSLDLIYRDLKPENLLIDQQGYIKVADFGFAKRVKGRTWTLCGTPEYLAPEIILSKGYNKAVDWWALGVLIYEMAAGYPPFFADQPIQIYEKIVSGKVRFPSHFSSDLKDLLRNLLQVDLTKRFGNLKNGVNDIKNHKWFATTDWIAIYQRKVEAPFIPKFKGPGDTSNFDDYEEEEIRVSINEKCGKEFSEF. The pIC50 is 6.0. (2) The small molecule is Cn1cnc(-c2nnc(Cc3ccc(F)cc3)o2)c(O)/c1=N/O. The target protein (P24740) has sequence MGARASVLSGKKLDSWEKIRLRPGGNKKYRLKHLVWASRELEKFTLNPGLLETAEGCQQILGQLQPALQTGTEELRSLYNTVAVLYCVHQRIDVKDTKEALNKIEEMQNKNKQRTQQAAANTGSSQNYPIVQNAQGQPVHQALSPRTLNAWVKVVEDKAFSPEVIPMFSALSEGATPQDLNMMLNVVGGHQAAMQMLKDTINEEAAEWDRLHPVHAGPIPPGQMREPRGSDIAGTTSTVQEQIGWMTGNPPIPVGDIYRRWIILGLNKIVRMYSPVSILDIRQGPKEPFRDYVDRFFKTLRAEQATQDVKNWMTETLLVQNANPDCKSILRALGPGATLEEMMTACQGVGGPGHKARVLAEAMSQVQQTSIMMQRGNFRGPRRIKCFNCGKEGHLAKNCRAPRKKGCWKCGKEGHQMKDCTERQANFLRENLAFQQGEAREFSSEQTRANSPTSRNLWDGGKDDLPCETGAERQGTDSFSFPQITLWQRPLVTVKIGGQL.... The pIC50 is 4.2. (3) The drug is Cc1ccc(CNc2nc(C#N)nc3c2ncn3CCCO)cc1. The target protein sequence is MHLMRACITFCIASTAVVAVNAALVAEDAPVLSKAFVDRVNRLNRGIWKAKYDGVMQNITLREAKRLNGVIKKNNNASILPKRRFTEEEARAPLPSSFDSAEAWPNCPTIPQIADQSACGSCWAVAAASAMSDRFCTMGGVQDVHISAGDLLACCSDCGDGCNGGDPDRAWAYFSSTGLVSDYCQPYPFPHCSHHSKSKNGYPPCSQFNFDTPKCNYTCDDPTIPVVNYRSWTSYALQGEDDYMRELFFRGPFEVAFDVYEDFIAYNSGVYHHVSGQYLGGHAVRLVGWGTSNGVPYWKIANSWNTEWGMDGYFLIRRGSSECGIEDGGSAGIPLAPNTA. The pIC50 is 5.4. (4) The drug is Oc1ccc(C2=COc3cc(O)ccc3C2)cc1. The target protein (P06211) has sequence MTMTLHTKASGMALLHQIQGNELEPLNRPQLKMPMERALGEVYVDNSKPAVFNYPEGAAYEFNAAAAAAAAGASAPVYGQSSITYGPGSEAAAFGANSLGAFPQLNSVSPSPLMLLHPPPHVSPFLHPHGHQVPYYLENEPSAYAVRDTGPPAFYRSNSDNRRQNGRERLSSSSEKGNMIMESAKETRYCAVCNDYASGYHYGVWSCEGCKAFFKRSIQGHNDYMCPATNQCTIDKNRRKSCQACRLRKCYEVGMMKGGIRKDRRGGRMLKHKRQRDDLEGRNEMGTSGDMRAANLWPSPLVIKHTKKNSPALSLTADQMVSALLDAEPPLIYSEYDPSRPFSEASMMGLLTNLADRELVHMINWAKRVPGFGDLNLHDQVHLLECAWLEILMIGLVWRSMEHPGKLLFAPNLLLDRNQGKCVEGMVEIFDMLLATSSRFRMMNLQGEEFVCLKSIILLNSGVYTFLSSTLKSLEEKDHIHRVLDKINDTLIHLMAKAGL.... The pIC50 is 6.6. (5) The drug is Nc1nc2cc(-c3ccccc3)ccc2c(=O)n1C[C@@H]1CC[C@H](c2ccc3ccccc3c2)O1. The target protein (P39898) has sequence MALSIKEDFSSAFAKNESAVNSSTFNNNMKTWKIQKRFQILYVFFFLLITGALFYYLIDNVLFPKNKKINEIMNTSKHVIIGFSIENSHDRIMKTVKQHRLKNYIKESLKFFKTGLTQKPHLGNAGDSVTLNDVANVMYYGEAQIGDNKQKFAFIFDTGSANLWVPSAQCNTIGCKTKNLYDSNKSKTYEKDGTKVEMNYVSGTVSGFFSKDIVTIANLSFPYKFIEVTDTNGFEPAYTLGQFDGIVGLGWKDLSIGSVDPVVVELKNQNKIEQAVFTFYLPFDDKHKGYLTIGGIEDRFYEGQLTYEKLNHDLYWQVDLDLHFGNLTVEKATAIVDSGTSSITAPTEFLNKFFEGLDVVKIPFLPLYITTCNNPKLPTLEFRSATNVYTLEPEYYLQQIFDFGISLCMVSIIPVDLNKNTFILGDPFMRKYFTVFDYDNHTVGFALAKKKL. The pIC50 is 5.4. (6) The drug is N#Cc1cccc(CNC(=O)CCNS(=O)(=O)c2ccc3[nH]c(=O)oc3c2)c1. The target protein (P05187) has sequence MLGPCMLLLLLLLGLRLQLSLGIIPVEEENPDFWNREAAEALGAAKKLQPAQTAAKNLIIFLGDGMGVSTVTAARILKGQKKDKLGPEIPLAMDRFPYVALSKTYNVDKHVPDSGATATAYLCGVKGNFQTIGLSAAARFNQCNTTRGNEVISVMNRAKKAGKSVGVVTTTRVQHASPAGTYAHTVNRNWYSDADVPASARQEGCQDIATQLISNMDIDVILGGGRKYMFRMGTPDPEYPDDYSQGGTRLDGKNLVQEWLAKRQGARYVWNRTELMQASLDPSVTHLMGLFEPGDMKYEIHRDSTLDPSLMEMTEAALRLLSRNPRGFFLFVEGGRIDHGHHESRAYRALTETIMFDDAIERAGQLTSEEDTLSLVTADHSHVFSFGGYPLRGSSIFGLAPGKARDRKAYTVLLYGNGPGYVLKDGARPDVTESESGSPEYRQQSAVPLDEETHAGEDVAVFARGPQAHLVHGVQEQTFIAHVMAFAACLEPYTACDLAP.... The pIC50 is 4.0. (7) The compound is O=C(O)c1ccc(C=C2CCN(C(=O)C(C3CCCCC3)C3CCCCC3)CC2)cc1. The target protein (P31214) has sequence MQIVCHQVPVLAGSATLATMGTLILCLGKPASYGKHTESVSSGVPFLPARIAWFLQELPSFVVSVGMLAWQPRSLFGPPGNVLLALFSAHYFHRTFIYSLLTRGRPFPAVLFLRATAFCIGNGLLQAYYLVYCAEYPEEWYTDVRFSFGVFLFILGMGINIHSDYTLRQLRKPGEVIYRIPRGGLFTYVSGANFLGEIIEWIGYALATWSVPAFAFAFFTLCFLGMQAFYHHRFYLKMFKDYPKSRKALIPFIF. The pIC50 is 7.1. (8) The compound is CC1=C(/C=C/C(C)=C/C=C/C(C)=C/C(=O)O)C(C)(C)CCC1. The target protein (P22605) has sequence MSTSSHACPVPAVRGHMTHYPAAPYPLLFPPVIRGLSLPPLHGLHGHPPPSGCSTPSPASVGQACQRTTGGSQFAASTKWTPSLNAAIETQSTSSEELVPSPPSPLPPPRVYKPCFVCQDKSSGYHYGVSACEGCKGFFRRSIQKNMIYTCHRDKNCVINKVTRNRCQYCRLQKCFEVGMSKESVRNDRNKKKKEPSKQECTESYEMTAELDDLTEKIRKAHQETFPSLCQLGKYTTNSSADHRVRLDLGLWDKFSELATKCIIKIVEFAKRLPGFTGLTIADQITLLKAACLDILILRICTRYTPEQDTMTFSDGLTLNRTQMHNAGFGPLTDLVFTFANQLLPLEMDDTETGLLSAICLICGDRQDLEEPTKVDKLQEPLLEALKIYIRKRRPSKPHMFPKILMKITDLRSISAKGAERVITLKMEIPGSMPPLIQEMLENSEGHEPLTPSSSGNIAEHSPSVSPSSVENSGVSQSPLLQ. The pIC50 is 8.3.